Binary Classification. Given a miRNA mature sequence and a target amino acid sequence, predict their likelihood of interaction. From a dataset of Experimentally validated miRNA-target interactions with 360,000+ pairs, plus equal number of negative samples. (1) The miRNA is hsa-miR-625-3p with sequence GACUAUAGAACUUUCCCCCUCA. The protein sequence of the target gene is MIPGNRMLMVVLLCQVLLGGASHASLIPETGKKKVAEIQGHAGGRRSGQSHELLRDFEATLLQMFGLRRRPQPSKSAVIPDYMRDLYRLQSGEEEEEEQSQGTGLEYPERPASRANTVRSFHHEEHLENIPGTSESSAFRFLFNLSSIPENEVISSAELRLFREQVDQGPDWEQGFHRINIYEVMKPPAEMVPGHLITRLLDTRLVHHNVTRWETFDVSPAVLRWTREKQPNYGLAIEVTHLHQTRTHQGQHVRISRSLPQGSGDWAQLRPLLVTFGHDGRGHTLTRRRAKRSPKHHPQR.... Result: 0 (no interaction). (2) Result: 0 (no interaction). The miRNA is hsa-miR-629-5p with sequence UGGGUUUACGUUGGGAGAACU. The protein sequence of the target gene is MGDTFIRHIALLGFEKRFIPSQHYVYMFLVKWQDLSEKVVYRKFTEIYEFHKMLKEMFPIEAGEIHTENRVIPHLPAPRWFDGQRAAESRQGTLTEYFNGLMGLPVKISRCPHLLDFFKVRPDDLKLPTDSQAKKPETYLVPKDGKNNVADITGPIILQTYRAIADYEKSSGTEMTVATGDVVDVVEKSESGWWFCQMKTKRGWVPASYLEPLDSPDEAEDPDPNYAGEPYVTIKAYAAVEEDEMSLSEGEAIEVIHKLLDGWWVVRKGDITGYFPSMYLQKAGEEITQAQRQIRGRGAP....